Dataset: Full USPTO retrosynthesis dataset with 1.9M reactions from patents (1976-2016). Task: Predict the reactants needed to synthesize the given product. (1) Given the product [Cl:1][C:2]1[C:7]([C:8]2[C:9]([NH2:10])=[N:21][NH:22][CH:11]=2)=[CH:6][CH:5]=[CH:4][N:3]=1, predict the reactants needed to synthesize it. The reactants are: [Cl:1][C:2]1[C:7]([CH:8]([CH:11]=O)[C:9]#[N:10])=[CH:6][CH:5]=[CH:4][N:3]=1.O.C(O)(=O)C.C(O)C.[NH2:21][NH2:22]. (2) The reactants are: [H-].[Na+:2].[C:3]([O:9][CH2:10][CH3:11])(=[O:8])[CH2:4][C:5]([CH3:7])=O.Cl[CH2:13][C:14](=[O:20])[CH2:15][C:16]([O:18][CH3:19])=[O:17]. Given the product [CH2:10]([O:9][C:3]([C:4]1[CH2:13][C:14]([O-:20])=[C:15]([C:16]([O:18][CH3:19])=[O:17])[C:5]=1[CH3:7])=[O:8])[CH3:11].[Na+:2], predict the reactants needed to synthesize it. (3) Given the product [Cl:1][C:2]1[CH:11]=[CH:10][CH:9]=[C:8]([Cl:12])[C:3]=1[C:4]1[N:5]=[C:19]([C:18]2[CH:22]=[CH:23][CH:24]=[C:16]([N+:13]([O-:15])=[O:14])[CH:17]=2)[O:7][N:6]=1, predict the reactants needed to synthesize it. The reactants are: [Cl:1][C:2]1[CH:11]=[CH:10][CH:9]=[C:8]([Cl:12])[C:3]=1[C:4](=[N:6][OH:7])[NH2:5].[N+:13]([C:16]1[CH:17]=[C:18]([CH:22]=[CH:23][CH:24]=1)[C:19](Cl)=O)([O-:15])=[O:14].C(=O)([O-])[O-].[Na+].[Na+]. (4) Given the product [NH:8]1[CH2:13][CH2:12][CH2:11][C@H:10]2[CH2:14][N:15]([C:17]3[C:26]([O:27][CH3:28])=[C:25]4[C:20]([C:21](=[O:56])[C:22]([C:32]([O:34][CH2:35][CH2:36][CH2:37][CH2:38][CH:39]([P:48]([OH:50])([OH:53])=[O:49])[P:40]([OH:42])([OH:45])=[O:41])=[O:33])=[CH:23][N:24]4[CH:29]4[CH2:31][CH2:30]4)=[CH:19][C:18]=3[F:57])[CH2:16][C@@H:9]12, predict the reactants needed to synthesize it. The reactants are: C(OC([N:8]1[CH2:13][CH2:12][CH2:11][C@H:10]2[CH2:14][N:15]([C:17]3[C:26]([O:27][CH3:28])=[C:25]4[C:20]([C:21](=[O:56])[C:22]([C:32]([O:34][CH2:35][CH2:36][CH2:37][CH2:38][CH:39]([P:48]([O:53]CC)([O:50]CC)=[O:49])[P:40]([O:45]CC)([O:42]CC)=[O:41])=[O:33])=[CH:23][N:24]4[CH:29]4[CH2:31][CH2:30]4)=[CH:19][C:18]=3[F:57])[CH2:16][C@@H:9]12)=O)(C)(C)C.Br[Si](C)(C)C. (5) The reactants are: [CH:1]1([N:4]2[CH2:9][CH2:8][C@H:7]([NH:10][C:11](=[O:30])[CH2:12][C@@H:13]3[C:18](=[O:19])[NH:17][CH:16]=[CH:15][N:14]3[S:20]([C:23]3[CH:29]=[CH:28][C:26]([CH3:27])=[CH:25][CH:24]=3)(=[O:22])=[O:21])[C:6]([CH3:32])([CH3:31])[CH2:5]2)[CH2:3][CH2:2]1.ClC1C=C(C=CC=1)C(OO)=[O:38]. Given the product [CH:1]1([N:4]2[CH2:9][CH2:8][C@H:7]([NH+:10]([O-:38])[C:11](=[O:30])[CH2:12][C@@H:13]3[C:18](=[O:19])[NH:17][CH:16]=[CH:15][N:14]3[S:20]([C:23]3[CH:24]=[CH:25][C:26]([CH3:27])=[CH:28][CH:29]=3)(=[O:22])=[O:21])[C:6]([CH3:32])([CH3:31])[CH2:5]2)[CH2:2][CH2:3]1, predict the reactants needed to synthesize it. (6) Given the product [C:9]1([S:15]([C:2]2[CH:3]=[C:4]([NH2:8])[CH:5]=[N:6][CH:7]=2)(=[O:17])=[O:16])[CH:14]=[CH:13][CH:12]=[CH:11][CH:10]=1, predict the reactants needed to synthesize it. The reactants are: Br[C:2]1[CH:3]=[C:4]([NH2:8])[CH:5]=[N:6][CH:7]=1.[C:9]1([S:15]([OH:17])=[O:16])[CH:14]=[CH:13][CH:12]=[CH:11][CH:10]=1.[Na].N1CCC[C@H]1C(O)=O.[OH-].[Na+]. (7) Given the product [C:20]1([C:19](=[N:1][C@@H:2]2[CH2:7][CH2:6][N:5]([C:8]([O:10][CH2:11][C:12]3[CH:13]=[CH:14][CH:15]=[CH:16][CH:17]=3)=[O:9])[CH2:4][C@H:3]2[OH:18])[C:26]2[CH:27]=[CH:28][CH:29]=[CH:30][CH:31]=2)[CH:25]=[CH:24][CH:23]=[CH:22][CH:21]=1, predict the reactants needed to synthesize it. The reactants are: [NH2:1][C@@H:2]1[CH2:7][CH2:6][N:5]([C:8]([O:10][CH2:11][C:12]2[CH:17]=[CH:16][CH:15]=[CH:14][CH:13]=2)=[O:9])[CH2:4][C@H:3]1[OH:18].[C:19](=N)([C:26]1[CH:31]=[CH:30][CH:29]=[CH:28][CH:27]=1)[C:20]1[CH:25]=[CH:24][CH:23]=[CH:22][CH:21]=1.CCOC(C)=O. (8) Given the product [C:31]([C:35]1[C:36]([OH:55])=[C:37]([C:51]([OH:53])=[O:52])[C:38]([CH3:50])=[C:39]([C:41]2[CH:46]=[CH:45][C:44]([O:47][CH3:48])=[CH:43][C:42]=2[CH3:49])[CH:40]=1)([CH3:34])([CH3:32])[CH3:33], predict the reactants needed to synthesize it. The reactants are: BrC1C(C)=C(C(OC)=C(C(C)(C)C)C=1)C(OC)=O.COC1C=CC(B(O)O)=C(C)C=1.[C:31]([C:35]1[C:36]([O:55]C)=[C:37]([C:51]([O:53]C)=[O:52])[C:38]([CH3:50])=[C:39]([C:41]2[CH:46]=[CH:45][C:44]([O:47][CH3:48])=[CH:43][C:42]=2[CH3:49])[CH:40]=1)([CH3:34])([CH3:33])[CH3:32]. (9) Given the product [NH:18]1[C:19]2[C:15](=[CH:14][C:13]([O:12][C:6]3[C:5]4[C:10](=[CH:11][C:2]([O:1][CH2:41][C@H:42]5[CH2:43][O:44]5)=[C:3]([O:22][CH3:23])[CH:4]=4)[N:9]=[CH:8][N:7]=3)=[CH:21][CH:20]=2)[CH:16]=[CH:17]1, predict the reactants needed to synthesize it. The reactants are: [OH:1][C:2]1[CH:11]=[C:10]2[C:5]([C:6]([O:12][C:13]3[CH:14]=[C:15]4[C:19](=[CH:20][CH:21]=3)[NH:18][CH:17]=[CH:16]4)=[N:7][CH:8]=[N:9]2)=[CH:4][C:3]=1[O:22][CH3:23].C(=O)([O-])[O-].[K+].[K+].CC1C=CC(S(O[CH2:41][C@@H:42]2[O:44][CH2:43]2)(=O)=O)=CC=1.